Dataset: Forward reaction prediction with 1.9M reactions from USPTO patents (1976-2016). Task: Predict the product of the given reaction. (1) The product is: [CH3:14][C:15]1[C:16]2[N:17]([CH:22]=[C:23]([C:2]3[N:3]=[C:4]4[CH:12]=[CH:11][C:10]([F:13])=[CH:9][N:5]4[C:6](=[O:8])[CH:7]=3)[CH:24]=2)[CH:18]=[C:19]([CH3:21])[N:20]=1. Given the reactants Cl[C:2]1[N:3]=[C:4]2[CH:12]=[CH:11][C:10]([F:13])=[CH:9][N:5]2[C:6](=[O:8])[CH:7]=1.[CH3:14][C:15]1[C:16]2[N:17]([CH:22]=[C:23](B3OC(C)(C)C(C)(C)O3)[CH:24]=2)[CH:18]=[C:19]([CH3:21])[N:20]=1, predict the reaction product. (2) Given the reactants [CH2:1]([N:8]1[CH2:13][CH2:12][N:11]([CH2:14][CH:15]([C:18]2([OH:31])[CH2:27][CH2:26][C@:25]3([CH3:28])[C:20](=[C:21]([CH3:29])[CH2:22][CH2:23][CH2:24]3)[C@@H:19]2O)[CH2:16][OH:17])[CH2:10][CH2:9]1)[C:2]1[CH:7]=[CH:6][CH:5]=[CH:4][CH:3]=1.C1(C)C=CC(S(Cl)(=O)=O)=CC=1, predict the reaction product. The product is: [CH2:1]([N:8]1[CH2:13][CH2:12][N:11]([CH2:14][CH:15]2[CH2:16][O:17][C@H:27]3[C:26]4[C@@:21]([CH3:29])([CH2:20][CH2:19][C:18]23[OH:31])[CH2:22][CH2:23][CH2:24][C:25]=4[CH3:28])[CH2:10][CH2:9]1)[C:2]1[CH:7]=[CH:6][CH:5]=[CH:4][CH:3]=1. (3) Given the reactants Cl.Cl.[CH3:3][C:4]1[CH:13]=[CH:12][C:11]2[C:6](=[CH:7][CH:8]=[CH:9][C:10]=2[O:14][CH2:15][CH2:16][N:17]2[CH2:22][CH2:21][CH:20]([CH2:23][C:24]3[CH:25]=[C:26]([CH:28]=[CH:29][CH:30]=3)[NH2:27])[CH2:19][CH2:18]2)[N:5]=1.C(N(CC)CC)C.[CH3:38][S:39](O[S:39]([CH3:38])(=[O:41])=[O:40])(=[O:41])=[O:40], predict the reaction product. The product is: [CH3:3][C:4]1[CH:13]=[CH:12][C:11]2[C:6](=[CH:7][CH:8]=[CH:9][C:10]=2[O:14][CH2:15][CH2:16][N:17]2[CH2:18][CH2:19][CH:20]([CH2:23][C:24]3[CH:25]=[C:26]([NH:27][S:39]([CH3:38])(=[O:41])=[O:40])[CH:28]=[CH:29][CH:30]=3)[CH2:21][CH2:22]2)[N:5]=1. (4) Given the reactants Br[C:2]1[CH:3]=[C:4]2[C:8](=[CH:9][CH:10]=1)[N:7]([C:11]1[CH:16]=[CH:15][C:14]([F:17])=[CH:13][CH:12]=1)[N:6]=[CH:5]2.[Li]CCCC.[CH2:23]([N:26]1[CH:30]=[C:29]([C:31](=[O:36])[C:32]([F:35])([F:34])[F:33])[CH:28]=[C:27]1[C:37]#[N:38])[CH:24]=[CH2:25], predict the reaction product. The product is: [CH2:23]([N:26]1[CH:30]=[C:29]([C:31]([C:2]2[CH:3]=[C:4]3[C:8](=[CH:9][CH:10]=2)[N:7]([C:11]2[CH:16]=[CH:15][C:14]([F:17])=[CH:13][CH:12]=2)[N:6]=[CH:5]3)([OH:36])[C:32]([F:35])([F:33])[F:34])[CH:28]=[C:27]1[C:37]#[N:38])[CH:24]=[CH2:25]. (5) Given the reactants Br[CH:2]([C:23]1[CH:28]=[CH:27][CH:26]=[CH:25][CH:24]=1)[C:3]([C:5]1[CH:10]=[CH:9][C:8]([C:11]2([NH:15]C(=O)OC(C)(C)C)[CH2:14][CH2:13][CH2:12]2)=[CH:7][CH:6]=1)=O.[NH2:29][C:30]1[N:31]=[CH:32][C:33]([C:36]([O:38][CH2:39][CH3:40])=[O:37])=[N:34][CH:35]=1, predict the reaction product. The product is: [NH2:15][C:11]1([C:8]2[CH:9]=[CH:10][C:5]([C:3]3[N:29]=[C:30]4[CH:35]=[N:34][C:33]([C:36]([O:38][CH2:39][CH3:40])=[O:37])=[CH:32][N:31]4[C:2]=3[C:23]3[CH:24]=[CH:25][CH:26]=[CH:27][CH:28]=3)=[CH:6][CH:7]=2)[CH2:14][CH2:13][CH2:12]1.